From a dataset of Reaction yield outcomes from USPTO patents with 853,638 reactions. Predict the reaction yield, written as a fraction of the theoretical maximum amount of product (1.0 means a 100% yield; for example, 0.34 means a 34% yield). (1) The product is [F:23][C:19]1[C:18]([CH3:24])=[C:17]([C@:5]2([C:3]([O:2][CH3:1])=[O:4])[CH2:9][CH2:8][C@@H:7]([C:10]3[CH:11]=[N:12][CH:13]=[C:14]([F:16])[CH:15]=3)[CH2:6]2)[CH:22]=[CH:21][CH:20]=1. The catalyst is CO.[Pd]. The yield is 0.950. The reactants are [CH3:1][O:2][C:3]([C@@:5]1([C:17]2[CH:22]=[CH:21][CH:20]=[C:19]([F:23])[C:18]=2[CH3:24])[CH2:9][CH2:8][C:7]([C:10]2[CH:11]=[N:12][CH:13]=[C:14]([F:16])[CH:15]=2)=[CH:6]1)=[O:4].C([O-])=O.[NH4+]. (2) The reactants are [CH2:1]([O:5][C:6]1[CH:7]=[C:8]([CH:12]([C:26]([O:28][C:29]([CH3:32])([CH3:31])[CH3:30])=[O:27])[CH2:13][NH:14][CH:15]([CH2:21][O:22]C(=O)C)[C:16]([N:18]([CH3:20])[CH3:19])=[O:17])[CH:9]=[CH:10][CH:11]=1)[CH2:2][CH2:3][CH3:4]. The catalyst is [NH4+].[OH-].CO. The product is [CH2:1]([O:5][C:6]1[CH:7]=[C:8]([CH:12]([C:26]([O:28][C:29]([CH3:30])([CH3:32])[CH3:31])=[O:27])[CH2:13][NH:14][CH:15]([CH2:21][OH:22])[C:16]([N:18]([CH3:19])[CH3:20])=[O:17])[CH:9]=[CH:10][CH:11]=1)[CH2:2][CH2:3][CH3:4]. The yield is 0.660. (3) The reactants are [CH3:1][N:2]([CH2:7][C:8]1[C:16]2[C:11](=[C:12]([CH3:17])[CH:13]=[CH:14][CH:15]=2)[N:10]([CH3:18])[C:9]=1[CH3:19])[C:3](=[O:6])[CH:4]=[CH2:5].Br[C:21]1[CH:22]=[C:23]2[C:28](=[N:29][CH:30]=1)[NH:27][C:26](=[O:31])[CH2:25][CH2:24]2.CCN(C(C)C)C(C)C.C1(C)C=CC=CC=1P(C1C=CC=CC=1C)C1C=CC=CC=1C. The catalyst is C(#N)CC.CC([O-])=O.CC([O-])=O.[Pd+2]. The product is [CH3:1][N:2]([CH2:7][C:8]1[C:16]2[C:11](=[C:12]([CH3:17])[CH:13]=[CH:14][CH:15]=2)[N:10]([CH3:18])[C:9]=1[CH3:19])[C:3](=[O:6])/[CH:4]=[CH:5]/[C:21]1[CH:30]=[N:29][C:28]2[NH:27][C:26](=[O:31])[CH2:25][CH2:24][C:23]=2[CH:22]=1. The yield is 0.250. (4) The reactants are ClC([O:4][C:5](Cl)(Cl)Cl)=O.[Cl:9][C:10]1[C:11]([O:20][C:21]2[CH:25]=[C:24]([CH3:26])[NH:23][N:22]=2)=[N:12][CH:13]=[C:14]([C:16]([F:19])([F:18])[F:17])[CH:15]=1.[CH:27]([NH2:31])([CH2:29][CH3:30])[CH3:28].C(=O)([O-])[O-].[K+].[K+]. The catalyst is C(Cl)(Cl)Cl. The product is [CH:27]([NH:31][C:5]([N:23]1[C:24]([CH3:26])=[CH:25][C:21]([O:20][C:11]2[C:10]([Cl:9])=[CH:15][C:14]([C:16]([F:18])([F:19])[F:17])=[CH:13][N:12]=2)=[N:22]1)=[O:4])([CH2:29][CH3:30])[CH3:28]. The yield is 0.255.